From a dataset of HIV replication inhibition screening data with 41,000+ compounds from the AIDS Antiviral Screen. Binary Classification. Given a drug SMILES string, predict its activity (active/inactive) in a high-throughput screening assay against a specified biological target. (1) The compound is Cc1nc(N)c2c(n1)C(C)N(C(=O)c1ccccc1)C2. The result is 0 (inactive). (2) The molecule is COC(=O)C1c2c(c3ccccc3n2C(=O)OC)CCN2CCC1C(S(=O)(=O)c1ccccc1)C2=O. The result is 1 (active). (3) The drug is C=CCNC1=NC(=O)C(CC(=O)Nc2cccc(Cl)c2)S1. The result is 0 (inactive). (4) The drug is COc1c(C(=O)C(=NNc2cccc(Cl)c2)C(C)=O)c(O)c(OC)c2occc12. The result is 0 (inactive). (5) The drug is CCOc1ccc(NC(=O)C(=O)NO)cc1. The result is 0 (inactive). (6) The compound is CC(=O)C(=Cn1c(=S)[nH]c2ccccc21)C(=O)Nc1ccc([N+](=O)[O-])cc1. The result is 0 (inactive).